Dataset: Full USPTO retrosynthesis dataset with 1.9M reactions from patents (1976-2016). Task: Predict the reactants needed to synthesize the given product. (1) Given the product [OH:28][CH2:27][C@@H:24]1[CH2:25][CH2:26][N:22]([C:3]2[C:2]([C:33]3[CH:34]=[N:35][C:30]([CH3:29])=[CH:31][CH:32]=3)=[CH:21][C:6]([C:7]([NH:9][C:10]3[CH:15]=[CH:14][C:13]([O:16][C:17]([F:20])([F:19])[F:18])=[CH:12][CH:11]=3)=[O:8])=[CH:5][N:4]=2)[CH2:23]1, predict the reactants needed to synthesize it. The reactants are: Br[C:2]1[C:3]([N:22]2[CH2:26][CH2:25][C@@H:24]([CH2:27][OH:28])[CH2:23]2)=[N:4][CH:5]=[C:6]([CH:21]=1)[C:7]([NH:9][C:10]1[CH:15]=[CH:14][C:13]([O:16][C:17]([F:20])([F:19])[F:18])=[CH:12][CH:11]=1)=[O:8].[CH3:29][C:30]1[N:35]=[CH:34][C:33](B(O)O)=[CH:32][CH:31]=1. (2) Given the product [CH2:1]([O:3][C:4]([N:6]1[C:15]2[C:10](=[N:11][C:12]([O:16][CH3:17])=[CH:13][CH:14]=2)[C@@H:9]([NH:18][C:19]2[N:24]=[C:23]([CH2:25][C:26]3[CH:31]=[C:30]([C:32]([F:35])([F:34])[F:33])[CH:29]=[C:28]([C:36]([F:38])([F:39])[F:37])[CH:27]=3)[C:22]([O:40][CH2:44][CH2:45][CH2:46][C:47]([O:49][CH2:50][CH3:51])=[O:48])=[CH:21][N:20]=2)[CH2:8][C@H:7]1[CH2:41][CH3:42])=[O:5])[CH3:2], predict the reactants needed to synthesize it. The reactants are: [CH2:1]([O:3][C:4]([N:6]1[C:15]2[C:10](=[N:11][C:12]([O:16][CH3:17])=[CH:13][CH:14]=2)[C@@H:9]([NH:18][C:19]2[N:24]=[C:23]([CH2:25][C:26]3[CH:31]=[C:30]([C:32]([F:35])([F:34])[F:33])[CH:29]=[C:28]([C:36]([F:39])([F:38])[F:37])[CH:27]=3)[C:22]([OH:40])=[CH:21][N:20]=2)[CH2:8][C@H:7]1[CH2:41][CH3:42])=[O:5])[CH3:2].Br[CH2:44][CH2:45][CH2:46][C:47]([O:49][CH2:50][CH3:51])=[O:48].C(=O)([O-])[O-].[K+].[K+]. (3) The reactants are: [F:1][C:2]1[CH:26]=[CH:25][C:24]([OH:27])=[CH:23][C:3]=1[CH2:4][O:5][C:6]([N:8]1[CH2:13][CH2:12][N:11]([C:14]([O:16][C:17]([CH3:20])([CH3:19])[CH3:18])=[O:15])[CH2:10][C@H:9]1[CH2:21][CH3:22])=[O:7].[CH3:28][O:29][CH2:30][CH2:31][CH2:32]OS(C1C=CC(C)=CC=1)(=O)=O. Given the product [F:1][C:2]1[CH:26]=[CH:25][C:24]([O:27][CH2:32][CH2:31][CH2:30][O:29][CH3:28])=[CH:23][C:3]=1[CH2:4][O:5][C:6]([N:8]1[CH2:13][CH2:12][N:11]([C:14]([O:16][C:17]([CH3:20])([CH3:19])[CH3:18])=[O:15])[CH2:10][C@H:9]1[CH2:21][CH3:22])=[O:7].[F:1][C:2]1[CH:26]=[CH:25][C:24]([O:27][CH2:32][CH2:31][CH2:30][O:29][CH3:28])=[CH:23][C:3]=1[CH2:4][O:5][C:6]([N:8]1[CH2:13][CH2:12][NH:11][CH2:10][C@H:9]1[CH2:21][CH3:22])=[O:7], predict the reactants needed to synthesize it. (4) Given the product [C:18]([O:17][C:15](=[O:16])[CH2:14][O:10][C:5]1[CH:6]=[CH:7][CH:8]=[CH:9][C:4]=1[N+:1]([O-:3])=[O:2])([CH3:21])([CH3:20])[CH3:19], predict the reactants needed to synthesize it. The reactants are: [N+:1]([C:4]1[CH:9]=[CH:8][CH:7]=[CH:6][C:5]=1[OH:10])([O-:3])=[O:2].[H-].[Na+].Br[CH2:14][C:15]([O:17][C:18]([CH3:21])([CH3:20])[CH3:19])=[O:16]. (5) Given the product [P:2]([O-:6])([O-:5])([O-:4])=[O:3].[Mg+2:1].[P:2]([O-:6])([O-:5])([O-:4])=[O:3].[Mg+2:1].[Mg+2:1], predict the reactants needed to synthesize it. The reactants are: [Mg:1].[P:2](=[O:6])([OH:5])([OH:4])[OH:3]. (6) Given the product [CH2:48]1[C:49]2[C:54](=[CH:53][CH:52]=[CH:51][CH:50]=2)[CH2:55][CH2:56][N:47]1[CH2:46][CH:45]([OH:57])[CH2:44][NH:43][C:16](=[O:18])[C:15]1[CH:19]=[CH:20][CH:21]=[C:13]([CH:10]2[CH2:11][CH2:12][N:8]([CH3:6])[CH2:9]2)[CH:14]=1, predict the reactants needed to synthesize it. The reactants are: C(O[C:6]([N:8]1[CH2:12][CH2:11][CH:10]([C:13]2[CH:14]=[C:15]([CH:19]=[CH:20][CH:21]=2)[C:16]([OH:18])=O)[CH2:9]1)=O)(C)(C)C.C1C=CC2N(O)N=NC=2C=1.CCN=C=NCCCN(C)C.[NH2:43][CH2:44][CH:45]([OH:57])[CH2:46][N:47]1[CH2:56][CH2:55][C:54]2[C:49](=[CH:50][CH:51]=[CH:52][CH:53]=2)[CH2:48]1.